Predict which catalyst facilitates the given reaction. From a dataset of Catalyst prediction with 721,799 reactions and 888 catalyst types from USPTO. (1) Reactant: [C:1](#[N:5])[CH2:2][C:3]#[N:4].CN(P(N(C)C)(N(C)C)=O)C.[H-].[Na+].I[CH2:20][C@H:21]([NH:26][C:27]([C:40]1[CH:45]=[CH:44][CH:43]=[CH:42][CH:41]=1)([C:34]1[CH:39]=[CH:38][CH:37]=[CH:36][CH:35]=1)[C:28]1[CH:33]=[CH:32][CH:31]=[CH:30][CH:29]=1)[C:22]([O:24][CH3:25])=[O:23]. Product: [C:3]([CH:2]([C:1]#[N:5])[CH2:20][C@H:21]([NH:26][C:27]([C:40]1[CH:45]=[CH:44][CH:43]=[CH:42][CH:41]=1)([C:34]1[CH:35]=[CH:36][CH:37]=[CH:38][CH:39]=1)[C:28]1[CH:33]=[CH:32][CH:31]=[CH:30][CH:29]=1)[C:22]([O:24][CH3:25])=[O:23])#[N:4]. The catalyst class is: 1. (2) Reactant: [Cl:1][C:2]1[C:3]([N:8]2[C:12]([C:13]3[O:22][C:21](=[O:23])[C:20]4[C:15](=[C:16]([CH3:27])[CH:17]=[C:18]5[CH:26]=[N:25][NH:24][C:19]5=4)[N:14]=3)=[CH:11][C:10]([O:28][CH2:29][C:30]([F:33])([F:32])[F:31])=[N:9]2)=[N:4][CH:5]=[CH:6][CH:7]=1.[CH:34]([NH2:37])([CH3:36])[CH3:35]. Product: [CH:34]([NH:37][C:21]([C:20]1[C:15]([NH:14][C:13]([C:12]2[N:8]([C:3]3[C:2]([Cl:1])=[CH:7][CH:6]=[CH:5][N:4]=3)[N:9]=[C:10]([O:28][CH2:29][C:30]([F:31])([F:32])[F:33])[CH:11]=2)=[O:22])=[C:16]([CH3:27])[CH:17]=[C:18]2[C:19]=1[NH:24][N:25]=[CH:26]2)=[O:23])([CH3:36])[CH3:35]. The catalyst class is: 47. (3) Reactant: [F:1][C:2]([F:52])([F:51])[C:3]1[CH:4]=[C:5]([C@H:13]2[NH:17][C:16](=[O:18])[N:15]3[C@H:19]([C:22]4[CH:27]=[C:26]([C:28]([F:31])([F:30])[F:29])[CH:25]=[CH:24][C:23]=4[C:32]4[CH:33]=[C:34]([C:40]5[CH:49]=[CH:48][C:43]([C:44]([O:46]C)=[O:45])=[CH:42][C:41]=5[CH3:50])[CH:35]=[N:36][C:37]=4[O:38][CH3:39])[CH2:20][CH2:21][C@@H:14]23)[CH:6]=[C:7]([C:9]([F:12])([F:11])[F:10])[CH:8]=1.C1COCC1.O.[OH-].[Li+].Cl. Product: [F:52][C:2]([F:1])([F:51])[C:3]1[CH:4]=[C:5]([C@H:13]2[NH:17][C:16](=[O:18])[N:15]3[C@H:19]([C:22]4[CH:27]=[C:26]([C:28]([F:29])([F:30])[F:31])[CH:25]=[CH:24][C:23]=4[C:32]4[CH:33]=[C:34]([C:40]5[CH:49]=[CH:48][C:43]([C:44]([OH:46])=[O:45])=[CH:42][C:41]=5[CH3:50])[CH:35]=[N:36][C:37]=4[O:38][CH3:39])[CH2:20][CH2:21][C@@H:14]23)[CH:6]=[C:7]([C:9]([F:12])([F:11])[F:10])[CH:8]=1. The catalyst class is: 72. (4) Product: [CH:32]1([C:29]2[S:28][C:27]([CH2:26][N:19]3[CH2:20][CH2:21][N:17]([C:12]4[CH:13]=[CH:14][CH:15]=[C:16]5[C:11]=4[CH:10]=[N:9][N:8]5[C:3]4[CH:4]=[CH:5][CH:6]=[CH:7][C:2]=4[F:1])[C:18]3=[O:22])=[N:31][N:30]=2)[CH2:34][CH2:33]1. Reactant: [F:1][C:2]1[CH:7]=[CH:6][CH:5]=[CH:4][C:3]=1[N:8]1[C:16]2[C:11](=[C:12]([N:17]3[CH2:21][CH2:20][NH:19][C:18]3=[O:22])[CH:13]=[CH:14][CH:15]=2)[CH:10]=[N:9]1.[H-].[Na+].Cl[CH2:26][C:27]1[S:28][C:29]([CH:32]2[CH2:34][CH2:33]2)=[N:30][N:31]=1. The catalyst class is: 7. (5) Reactant: C(OC([N:8]1[CH2:13][CH2:12][N:11]([CH2:14][CH2:15][N:16]2[CH2:20][CH2:19][CH2:18][S:17]2(=[O:22])=[O:21])[CH2:10][CH2:9]1)=O)(C)(C)C.[F:23][C:24]([F:29])([F:28])[C:25]([OH:27])=[O:26]. Product: [F:23][C:24]([F:29])([F:28])[C:25]([OH:27])=[O:26].[O:22]=[S:17]1(=[O:21])[CH2:18][CH2:19][CH2:20][N:16]1[CH2:15][CH2:14][N:11]1[CH2:10][CH2:9][NH:8][CH2:13][CH2:12]1. The catalyst class is: 4. (6) Reactant: [CH:1]1([N:5]2[CH2:10][CH2:9][C:8]3([CH2:15][CH2:14][NH:13][CH2:12][CH2:11]3)[CH2:7][CH2:6]2)[CH2:4][CH2:3][CH2:2]1.Br[C:17]1[CH:26]=[CH:25][C:20]2[N:21]([CH3:24])[CH:22]=[N:23][C:19]=2[CH:18]=1.CC([O-])(C)C.[K+]. Product: [CH:1]1([N:5]2[CH2:6][CH2:7][C:8]3([CH2:15][CH2:14][N:13]([C:17]4[CH:26]=[CH:25][C:20]5[N:21]([CH3:24])[CH:22]=[N:23][C:19]=5[CH:18]=4)[CH2:12][CH2:11]3)[CH2:9][CH2:10]2)[CH2:4][CH2:3][CH2:2]1. The catalyst class is: 101. (7) Reactant: [Cl:1][C:2]1[CH:7]=[CH:6][C:5]([C:8]2[CH:9]=[C:10]3[CH:25]([OH:26])[CH2:24][C:23]([CH3:28])([CH3:27])[O:22][C:11]3=[N:12][C:13]=2[C:14]2[CH:19]=[CH:18][C:17]([Cl:20])=[CH:16][C:15]=2[Cl:21])=[CH:4][CH:3]=1.Br[CH2:30][CH3:31].[H-].[Na+]. Product: [Cl:1][C:2]1[CH:3]=[CH:4][C:5]([C:8]2[CH:9]=[C:10]3[CH:25]([O:26][CH2:30][CH3:31])[CH2:24][C:23]([CH3:28])([CH3:27])[O:22][C:11]3=[N:12][C:13]=2[C:14]2[CH:19]=[CH:18][C:17]([Cl:20])=[CH:16][C:15]=2[Cl:21])=[CH:6][CH:7]=1. The catalyst class is: 3.